This data is from Catalyst prediction with 721,799 reactions and 888 catalyst types from USPTO. The task is: Predict which catalyst facilitates the given reaction. (1) Reactant: CC(NC(C)C)C.[Li]CCCC.[C:13]([O:16][C:17]([CH3:20])([CH3:19])[CH3:18])(=[O:15])[CH3:14].[Br:21][CH2:22][C:23]1[CH:28]=[CH:27][CH:26]=[C:25]([CH2:29]Br)[CH:24]=1.CC(P(C(C)C)(C(C)C)=O)C. The catalyst class is: 7. Product: [Br:21][CH2:22][C:23]1[CH:24]=[C:25]([CH2:29][CH2:14][C:13]([O:16][C:17]([CH3:20])([CH3:19])[CH3:18])=[O:15])[CH:26]=[CH:27][CH:28]=1. (2) Reactant: [Cl:1][C:2]1[N:7]=[C:6](Cl)[CH:5]=[CH:4][N:3]=1.[NH:9]1[CH2:14][CH2:13][CH:12]([C:15]([O:17][CH2:18][CH3:19])=[O:16])[CH2:11][CH2:10]1.C(N(CC)CC)C. The catalyst class is: 5. Product: [Cl:1][C:2]1[N:7]=[C:6]([N:9]2[CH2:14][CH2:13][CH:12]([C:15]([O:17][CH2:18][CH3:19])=[O:16])[CH2:11][CH2:10]2)[CH:5]=[CH:4][N:3]=1. (3) Reactant: [CH3:1][C:2]1[CH:7]=[C:6]([O:8][C@@H:9]2[CH2:13][CH2:12][O:11][CH2:10]2)[CH:5]=[C:4]([CH3:14])[C:3]=1[C:15]1[CH:20]=[CH:19][CH:18]=[C:17]([CH2:21][O:22][C:23]2[CH:36]=[CH:35][C:26]3[C@H:27]([CH2:30][C:31]([O:33]C)=[O:32])[CH2:28][O:29][C:25]=3[CH:24]=2)[CH:16]=1.[OH-].[Na+]. The catalyst class is: 5. Product: [CH3:14][C:4]1[CH:5]=[C:6]([O:8][C@@H:9]2[CH2:13][CH2:12][O:11][CH2:10]2)[CH:7]=[C:2]([CH3:1])[C:3]=1[C:15]1[CH:20]=[CH:19][CH:18]=[C:17]([CH2:21][O:22][C:23]2[CH:36]=[CH:35][C:26]3[C@H:27]([CH2:30][C:31]([OH:33])=[O:32])[CH2:28][O:29][C:25]=3[CH:24]=2)[CH:16]=1. (4) Reactant: [CH3:1][O:2][C:3]1[CH:8]=[CH:7][C:6]([S:9]([C:12]([F:15])([F:14])[F:13])(=[O:11])=[O:10])=[CH:5][C:4]=1[S:16](Cl)(=[O:18])=[O:17].[C:20]1([NH2:27])[C:21]([NH2:26])=[CH:22][CH:23]=[CH:24][CH:25]=1.N1C=CC=CC=1. Product: [NH2:26][C:21]1[CH:22]=[CH:23][CH:24]=[CH:25][C:20]=1[NH:27][S:16]([C:4]1[CH:5]=[C:6]([S:9]([C:12]([F:15])([F:14])[F:13])(=[O:11])=[O:10])[CH:7]=[CH:8][C:3]=1[O:2][CH3:1])(=[O:18])=[O:17]. The catalyst class is: 4. (5) Reactant: [CH2:1]([N:4]([CH2:15][CH2:16][C:17]([N:19]1[C@H:23]([CH2:24][C:25]2[CH:30]=[CH:29][CH:28]=[CH:27][CH:26]=2)[CH2:22][O:21][C:20]1=[O:31])=[O:18])[C:5](=[O:14])[O:6][CH2:7][C:8]1[CH:13]=[CH:12][CH:11]=[CH:10][CH:9]=1)[CH:2]=[CH2:3].C[Si]([N-][Si](C)(C)C)(C)C.[Na+].[CH2:42](Br)[CH:43]=[CH2:44]. Product: [CH2:1]([N:4]([CH2:15][C@H:16]([C:17]([N:19]1[C@H:23]([CH2:24][C:25]2[CH:26]=[CH:27][CH:28]=[CH:29][CH:30]=2)[CH2:22][O:21][C:20]1=[O:31])=[O:18])[CH2:44][CH:43]=[CH2:42])[C:5](=[O:14])[O:6][CH2:7][C:8]1[CH:9]=[CH:10][CH:11]=[CH:12][CH:13]=1)[CH:2]=[CH2:3]. The catalyst class is: 1.